From a dataset of Catalyst prediction with 721,799 reactions and 888 catalyst types from USPTO. Predict which catalyst facilitates the given reaction. (1) Product: [CH3:19][O:18][C:11]([C:12]1[CH:17]=[CH:16][CH:15]=[CH:14][CH:13]=1)=[C:10]1[NH:9][C:8](=[O:20])[C:7](=[N:1][OH:3])[C:6]1=[O:5]. The catalyst class is: 15. Reactant: [N:1]([O-:3])=O.[Na+].[OH:5][C:6]1[C:10](=[C:11]([O:18][CH3:19])[C:12]2[CH:17]=[CH:16][CH:15]=[CH:14][CH:13]=2)[NH:9][C:8](=[O:20])[CH:7]=1. (2) Reactant: CO[CH:3](OC)[N:4]([CH3:6])[CH3:5].[CH:9]12[CH2:18][CH:13]3[CH2:14][CH:15]([CH2:17][CH:11]([CH2:12]3)[CH:10]1[NH:19][C:20](=[O:29])[CH2:21][C:22]([CH:24]1[CH2:28][CH2:27][CH2:26][CH2:25]1)=[O:23])[CH2:16]2. Product: [CH:9]12[CH2:16][CH:15]3[CH2:14][CH:13]([CH2:12][CH:11]([CH2:17]3)[CH:10]1[NH:19][C:20](=[O:29])/[C:21](/[C:22]([CH:24]1[CH2:28][CH2:27][CH2:26][CH2:25]1)=[O:23])=[CH:3]\[N:4]([CH3:5])[CH3:6])[CH2:18]2. The catalyst class is: 12. (3) Reactant: [CH2:1]([C:3]1[CH:4]=[C:5]([CH:9]=[CH:10][C:11]=1[C:12]([O:14][CH3:15])=[O:13])[C:6]([OH:8])=O)[CH3:2].Cl.[F:17][C:18]1[CH:19]=[C:20]([C@:29]2([NH2:39])[C:34]3=[N:35][CH:36]=[CH:37][CH:38]=[C:33]3[O:32][CH2:31][CH2:30]2)[CH:21]=[CH:22][C:23]=1[O:24][C:25]([F:28])([F:27])[F:26].CCN(C(C)C)C(C)C.CN(C(ON1N=NC2C=CC=NC1=2)=[N+](C)C)C.F[P-](F)(F)(F)(F)F. Product: [CH2:1]([C:3]1[CH:4]=[C:5]([C:6](=[O:8])[NH:39][C@@:29]2([C:20]3[CH:21]=[CH:22][C:23]([O:24][C:25]([F:27])([F:28])[F:26])=[C:18]([F:17])[CH:19]=3)[C:34]3=[N:35][CH:36]=[CH:37][CH:38]=[C:33]3[O:32][CH2:31][CH2:30]2)[CH:9]=[CH:10][C:11]=1[C:12]([O:14][CH3:15])=[O:13])[CH3:2]. The catalyst class is: 18. (4) Reactant: [CH3:1][NH2:2].CCO.[Cl:6][C:7]1[CH:12]=[C:11]([Cl:13])[CH:10]=[CH:9][C:8]=1[N:14]=[C:15]=[O:16]. Product: [Cl:6][C:7]1[CH:12]=[C:11]([Cl:13])[CH:10]=[CH:9][C:8]=1[NH:14][C:15]([NH:2][CH3:1])=[O:16]. The catalyst class is: 1.